Dataset: Reaction yield outcomes from USPTO patents with 853,638 reactions. Task: Predict the reaction yield, written as a fraction of the theoretical maximum amount of product (1.0 means a 100% yield; for example, 0.34 means a 34% yield). (1) The reactants are [Br:1][C:2]1[S:6][C:5]([C:7]2([OH:17])[CH2:16][CH2:15][C:10]3(OCC[O:11]3)[CH2:9][CH2:8]2)=[N:4][CH:3]=1.Cl.[OH-].[Na+]. The catalyst is C1COCC1.CCOC(C)=O. The product is [Br:1][C:2]1[S:6][C:5]([C:7]2([OH:17])[CH2:8][CH2:9][C:10](=[O:11])[CH2:15][CH2:16]2)=[N:4][CH:3]=1. The yield is 0.870. (2) The reactants are [CH:1]1([C:7]2[N:12]([C:13]3[CH:18]=[C:17]([Cl:19])[CH:16]=[C:15]([Cl:20])[CH:14]=3)[C:11](=[O:21])[CH:10]=[C:9]([OH:22])[N:8]=2)[CH2:6][CH2:5][CH2:4][CH2:3][CH2:2]1.[Cl-].C[Al+]C.CCCCCC.ClC1C=[C:36](C=C(Cl)C=1)[NH2:37].C1(C#N)CCCCC1.C(OCC)(=O)[CH2:51][C:52]([O:54]CC)=[O:53].C[O-:62].[Na+]. The catalyst is C1(C)C=CC=CC=1.O.COCCO. The product is [CH:1]1([C:7]2[N:12]([C:13]3[CH:14]=[C:15]([Cl:20])[CH:16]=[C:17]([Cl:19])[CH:18]=3)[C:11](=[O:21])[C:10]([C:36]([NH:37][CH2:51][C:52]([OH:54])=[O:53])=[O:62])=[C:9]([OH:22])[N:8]=2)[CH2:2][CH2:3][CH2:4][CH2:5][CH2:6]1. The yield is 0.180.